Dataset: Full USPTO retrosynthesis dataset with 1.9M reactions from patents (1976-2016). Task: Predict the reactants needed to synthesize the given product. Given the product [Br:18][C:8]1[N:6]2[CH:7]=[C:2]([Br:1])[N:3]=[CH:4][C:5]2=[N:10][CH:9]=1, predict the reactants needed to synthesize it. The reactants are: [Br:1][C:2]1[N:3]=[CH:4][C:5]2[N:6]([CH:8]=[CH:9][N:10]=2)[CH:7]=1.C1C(=O)N([Br:18])C(=O)C1.